Dataset: Human liver microsome stability data. Task: Regression/Classification. Given a drug SMILES string, predict its absorption, distribution, metabolism, or excretion properties. Task type varies by dataset: regression for continuous measurements (e.g., permeability, clearance, half-life) or binary classification for categorical outcomes (e.g., BBB penetration, CYP inhibition). Dataset: hlm. (1) The molecule is CNC(=O)c1ccc(-c2cnc(N)c(-c3ccc(OC)nc3)c2)cc1. The result is 0 (unstable in human liver microsomes). (2) The result is 1 (stable in human liver microsomes). The compound is O=c1n(Cc2nc3ccccc3n2CCCCF)c2cnccc2n1CC(F)(F)F. (3) The molecule is C=C(C)[C@@H]1CC[C@]2(NCCN3CC4C(C3)C4NS(C)(=O)=O)CC[C@]3(C)[C@H](CC[C@@H]4[C@@]5(C)CC=C(c6ccc(C(=O)O)cc6)C(C)(C)[C@@H]5CC[C@]43C)[C@@H]12. The result is 0 (unstable in human liver microsomes). (4) The drug is COc1cc(N2CCN(C3CCN(c4cccc5c(C)cc(C)nc45)CC3)CC2)c2ncccc2c1. The result is 1 (stable in human liver microsomes). (5) The molecule is CC[C@@H](CC(=O)NCC1CCCCC1)n1c(N)nc2cc(Cl)ccc21. The result is 1 (stable in human liver microsomes). (6) The compound is Cc1ccc(-c2nc(C)c([C@H](OC(C)(C)C)C(=O)O)c(-c3ccc4c(c3Cl)NCCO4)c2C)cc1C. The result is 0 (unstable in human liver microsomes). (7) The compound is CC(C)(CO)NC(=O)c1nn(-c2ccc(F)cc2F)c2c1C[C@H]1C[C@@H]21. The result is 0 (unstable in human liver microsomes). (8) The molecule is CC(C)n1ccnc1N=C(NC(=O)Cc1ccccc1)Nc1ccc(Cl)c(Cl)c1. The result is 0 (unstable in human liver microsomes). (9) The result is 0 (unstable in human liver microsomes). The drug is COc1ccc(OC)c(-c2cc(C3=Nc4c(C(C)(C)C)nn(CCCO)c4C(=O)NC3)ccc2OC)c1. (10) The molecule is CC(C)(C)n1nc(Oc2cc(C#N)ccn2)c2c(N)ncnc21. The result is 0 (unstable in human liver microsomes).